This data is from Forward reaction prediction with 1.9M reactions from USPTO patents (1976-2016). The task is: Predict the product of the given reaction. (1) The product is: [CH3:1][O:2][C:3]1[CH:4]=[C:5]([C:9]2[N:10]=[CH:11][N:12]([C:21]([O:23][C:24]3[CH:29]=[CH:28][CH:27]=[CH:26][CH:25]=3)=[O:22])[CH:13]=2)[CH:6]=[CH:7][CH:8]=1. Given the reactants [CH3:1][O:2][C:3]1[CH:4]=[C:5]([C:9]2[N:10]=[CH:11][NH:12][CH:13]=2)[CH:6]=[CH:7][CH:8]=1.N1C=CC=CC=1.Cl[C:21]([O:23][C:24]1[CH:29]=[CH:28][CH:27]=[CH:26][CH:25]=1)=[O:22], predict the reaction product. (2) Given the reactants [N:1]1[CH:6]=[CH:5][CH:4]=[CH:3][C:2]=1[CH2:7][NH:8][CH2:9][C:10]1[CH:15]=[CH:14][CH:13]=[CH:12][N:11]=1.Cl[CH2:17][C:18]1[CH:23]=[CH:22][CH:21]=[C:20]([CH2:24][Cl:25])[N:19]=1, predict the reaction product. The product is: [Cl:25][CH2:24][C:20]1[N:19]=[C:18]([CH2:17][N:8]([CH2:7][C:2]2[CH:3]=[CH:4][CH:5]=[CH:6][N:1]=2)[CH2:9][C:10]2[CH:15]=[CH:14][CH:13]=[CH:12][N:11]=2)[CH:23]=[CH:22][CH:21]=1. (3) Given the reactants [CH3:1][NH:2][C:3]([C:5]1[N:6]=[N:7][C:8]([NH:23][C:24]2[CH:29]=[CH:28][CH:27]=[CH:26][N:25]=2)=[CH:9][C:10]=1[NH:11][C:12]1[C:13]([S:21][CH3:22])=[C:14]([CH:18]=[CH:19][CH:20]=1)[C:15](O)=[O:16])=[O:4].C(Cl)CCl.C1C=CC2N(O)N=[N:40]C=2C=1.N, predict the reaction product. The product is: [C:15]([C:14]1[C:13]([S:21][CH3:22])=[C:12]([NH:11][C:10]2[CH:9]=[C:8]([NH:23][C:24]3[CH:29]=[CH:28][CH:27]=[CH:26][N:25]=3)[N:7]=[N:6][C:5]=2[C:3]([NH:2][CH3:1])=[O:4])[CH:20]=[CH:19][CH:18]=1)(=[O:16])[NH2:40]. (4) Given the reactants [CH2:1]([C:4]1[C:12]([OH:13])=[C:11]2[C:7]([CH2:8][O:9][C:10]2=[O:14])=[C:6]([CH3:15])[C:5]=1[CH2:16][CH3:17])[CH:2]=[CH2:3].C1C=CC(P(C2C=CC=CC=2)C2C=CC=CC=2)=CC=1.[CH3:37][Si:38]([CH3:43])([CH3:42])[CH2:39][CH2:40]O.N(C(OC(C)C)=O)=NC(OC(C)C)=O, predict the reaction product. The product is: [CH2:1]([C:4]1[C:12]([O:13][CH2:40][CH2:39][Si:38]([CH3:43])([CH3:42])[CH3:37])=[C:11]2[C:7]([CH2:8][O:9][C:10]2=[O:14])=[C:6]([CH3:15])[C:5]=1[CH2:16][CH3:17])[CH:2]=[CH2:3]. (5) Given the reactants ClC(OC(Cl)C)=O.C1(C[N:15]2[CH2:20][CH:19]=[C:18]([C:21]3[CH:26]=[CH:25][C:24]([NH:27][C:28]([C:30]4[C:31]([C:36]5[CH:41]=[CH:40][C:39]([C:42]([F:45])([F:44])[F:43])=[CH:38][CH:37]=5)=[CH:32][CH:33]=[CH:34][CH:35]=4)=[O:29])=[CH:23][CH:22]=3)[CH2:17][CH2:16]2)C=CC=CC=1, predict the reaction product. The product is: [NH:15]1[CH2:16][CH:17]=[C:18]([C:21]2[CH:22]=[CH:23][C:24]([NH:27][C:28]([C:30]3[C:31]([C:36]4[CH:37]=[CH:38][C:39]([C:42]([F:43])([F:44])[F:45])=[CH:40][CH:41]=4)=[CH:32][CH:33]=[CH:34][CH:35]=3)=[O:29])=[CH:25][CH:26]=2)[CH2:19][CH2:20]1. (6) Given the reactants O1[C:10]2[C:5](=[CH:6]C=CC=2)[CH2:4]CC1.COCOC1C(C)=C2C(=C(C)C=1C)OC(CCN1CCNCC1)(C)CC2.[C:37]1(=[O:52])[N:41]([O:42][CH2:43][C:44]([OH:46])=[O:45])[C:40](=[O:47])[C:39]2=[CH:48][CH:49]=[CH:50][CH:51]=[C:38]12.ON1C(=O)CCC1=O.C1(N=C=NC2CCCCC2)CCCCC1, predict the reaction product. The product is: [C:40]1(=[O:47])[N:41]([O:42][CH2:43][C:44]([O:46][C:5]([CH3:10])([CH3:6])[CH3:4])=[O:45])[C:37](=[O:52])[C:38]2=[CH:51][CH:50]=[CH:49][CH:48]=[C:39]12. (7) Given the reactants C[N:2](C(ON1N=NC2C=CC=NC1=2)=[N+](C)C)C.F[P-](F)(F)(F)(F)F.[CH3:25][C:26]1[N:27]=[C:28]([C:45]2[CH:50]=[CH:49][C:48]([C:51]([F:54])([F:53])[F:52])=[CH:47][CH:46]=2)[S:29][C:30]=1[CH2:31][NH:32][C:33]1[CH:38]=[CH:37][C:36]([C@@H:39]2[CH2:41][C@H:40]2[C:42]([OH:44])=O)=[CH:35][CH:34]=1.N.CO, predict the reaction product. The product is: [CH3:25][C:26]1[N:27]=[C:28]([C:45]2[CH:46]=[CH:47][C:48]([C:51]([F:54])([F:52])[F:53])=[CH:49][CH:50]=2)[S:29][C:30]=1[CH2:31][NH:32][C:33]1[CH:34]=[CH:35][C:36]([C@@H:39]2[CH2:41][C@H:40]2[C:42]([NH2:2])=[O:44])=[CH:37][CH:38]=1.